Dataset: Full USPTO retrosynthesis dataset with 1.9M reactions from patents (1976-2016). Task: Predict the reactants needed to synthesize the given product. (1) Given the product [Br:1][C:2]1[CH:7]=[N:6][C:5]2[NH:8][CH2:9][C:10](=[O:11])[NH:14][C:4]=2[CH:3]=1, predict the reactants needed to synthesize it. The reactants are: [Br:1][C:2]1[CH:3]=[C:4]([N+:14]([O-])=O)[C:5]([NH:8][CH2:9][C:10](OC)=[O:11])=[N:6][CH:7]=1. (2) Given the product [Br:1][C:2]1[CH:7]=[CH:6][CH:5]=[C:4]2[C:3]=1[S:8][C:9]1[CH:17]=[CH:16][C:15]([N+:18]([O-:20])=[O:19])=[CH:14][C:10]=1[C:11]2=[O:13], predict the reactants needed to synthesize it. The reactants are: [Br:1][C:2]1[CH:7]=[CH:6][CH:5]=[CH:4][C:3]=1[S:8][C:9]1[CH:17]=[CH:16][C:15]([N+:18]([O-:20])=[O:19])=[CH:14][C:10]=1[C:11]([OH:13])=O. (3) The reactants are: [C:1]([NH:11][C@@H:12]([C:17]([OH:19])=[O:18])[CH2:13][CH2:14][S:15][CH3:16])([O:3][CH2:4][C:5]1[CH:10]=[CH:9][CH:8]=[CH:7][CH:6]=1)=[O:2].C1C=C2N=NN(O)C2=CC=1.O.F[P-](F)(F)(F)(F)F.N1(OC(N(C)C)=[N+](C)C)C2C=CC=CC=2N=N1.C(N(CC)CC)C.[Cl:62][C:63]1[CH:69]=[CH:68][C:66]([NH2:67])=[CH:65][CH:64]=1. Given the product [Cl:62][C:63]1[CH:69]=[CH:68][C:66]([NH:67][C:17](=[O:19])[C@H:12]([NH:11][C:1]([O:3][CH2:4][C:5]2[CH:6]=[CH:7][CH:8]=[CH:9][CH:10]=2)=[O:2])[CH2:13][CH2:14][S:15][CH3:16])=[CH:65][CH:64]=1.[NH2:11][C@H:12]([C:17]([OH:19])=[O:18])[CH2:13][CH2:14][S:15][CH3:16], predict the reactants needed to synthesize it. (4) Given the product [Cl:1][C:2]1[C:3]2[N:4]([C:25]([CH2:26][C:27]([F:28])([F:30])[F:29])=[N:24][N:23]=2)[N:5]=[CH:6][C:7]=1[N:8]1[CH2:13][CH2:12][CH:11]([C:14]2[C:19]([O:20][CH3:21])=[CH:18][CH:17]=[CH:16][C:15]=2[F:22])[CH2:10][CH2:9]1, predict the reactants needed to synthesize it. The reactants are: [Cl:1][C:2]1[C:7]([N:8]2[CH2:13][CH2:12][CH:11]([C:14]3[C:19]([O:20][CH3:21])=[CH:18][CH:17]=[CH:16][C:15]=3[F:22])[CH2:10][CH2:9]2)=[CH:6][N:5]=[N:4][C:3]=1[NH:23][NH:24][C:25](=O)[CH2:26][C:27]([F:30])([F:29])[F:28].P(Cl)(Cl)(Cl)=O. (5) Given the product [CH:30]1([N:19]2[C:20]3[C:25](=[CH:24][CH:23]=[CH:22][C:21]=3[C:26]([F:28])([F:29])[F:27])[C:17]([C:15]([C:12]3[CH:11]=[CH:10][C:9]([OH:8])=[CH:14][CH:13]=3)=[O:16])=[N:18]2)[CH2:31][CH2:32][CH2:33][CH2:34]1, predict the reactants needed to synthesize it. The reactants are: C([O:8][C:9]1[CH:14]=[CH:13][C:12]([C:15]([C:17]2[C:25]3[C:20](=[C:21]([C:26]([F:29])([F:28])[F:27])[CH:22]=[CH:23][CH:24]=3)[N:19]([CH:30]3[CH2:34][CH2:33][CH2:32][CH2:31]3)[N:18]=2)=[O:16])=[CH:11][CH:10]=1)C1C=CC=CC=1. (6) Given the product [N+:1]([C:4]1[CH:5]=[C:6]([CH2:10][C:11]([NH:28][C:25]2[S:26][CH:27]=[C:23]([C:16]3[C:17]4[C:18](=[N:19][CH:20]=[CH:21][CH:22]=4)[NH:14][CH:15]=3)[N:24]=2)=[O:13])[CH:7]=[CH:8][CH:9]=1)([O-:3])=[O:2], predict the reactants needed to synthesize it. The reactants are: [N+:1]([C:4]1[CH:5]=[C:6]([CH2:10][C:11]([OH:13])=O)[CH:7]=[CH:8][CH:9]=1)([O-:3])=[O:2].[NH:14]1[C:18]2=[N:19][CH:20]=[CH:21][CH:22]=[C:17]2[C:16]([C:23]2[N:24]=[C:25]([NH2:28])[S:26][CH:27]=2)=[CH:15]1.C(N(CC)CC)C. (7) Given the product [CH:1]1([C:5]2[C:14]([C:15]3[NH:19][CH:18]=[N:17][N:16]=3)=[CH:13][C:8]([C:9]([OH:11])=[O:10])=[C:7]([CH3:20])[CH:6]=2)[CH2:2][CH2:3][CH2:4]1, predict the reactants needed to synthesize it. The reactants are: [CH:1]1([C:5]2[C:14]([C:15]3[NH:19][CH:18]=[N:17][N:16]=3)=[CH:13][C:8]([C:9]([O:11]C)=[O:10])=[C:7]([CH3:20])[CH:6]=2)[CH2:4][CH2:3][CH2:2]1.CO.O.[OH-].[Li+].OP(O)(O)=O.